Predict which catalyst facilitates the given reaction. From a dataset of Catalyst prediction with 721,799 reactions and 888 catalyst types from USPTO. (1) The catalyst class is: 8. Reactant: [CH3:1][C:2]1[N:7]=[C:6](/[C:8](=[N:10]/[O:11][CH2:12][C:13]#[C:14][C:15]2[CH:20]=[CH:19][N:18]=[C:17]([C:21]3[CH:26]=[CH:25][CH:24]=[C:23]([CH3:27])[N:22]=3)[N:16]=2)/[CH3:9])[CH:5]=[CH:4][CH:3]=1. Product: [CH3:1][C:2]1[N:7]=[C:6](/[C:8](=[N:10]/[O:11][CH2:12][CH2:13][CH2:14][C:15]2[CH:20]=[CH:19][N:18]=[C:17]([C:21]3[CH:26]=[CH:25][CH:24]=[C:23]([CH3:27])[N:22]=3)[N:16]=2)/[CH3:9])[CH:5]=[CH:4][CH:3]=1. (2) Reactant: [CH3:1][N:2]1[C:6]2[CH:7]=[CH:8][CH:9]=[C:10]([N+:11]([O-])=O)[C:5]=2[N:4]=[CH:3]1. Product: [CH3:1][N:2]1[C:6]2[CH:7]=[CH:8][CH:9]=[C:10]([NH2:11])[C:5]=2[N:4]=[CH:3]1. The catalyst class is: 50. (3) Reactant: [Cl:1][C:2]1[CH:7]=[CH:6][N:5]=[C:4]([CH:8]=[N:9][S@@:10]([C:12]([CH3:15])([CH3:14])[CH3:13])=[O:11])[CH:3]=1.Br[CH2:17][CH:18]=[CH2:19]. Product: [Cl:1][C:2]1[CH:7]=[CH:6][N:5]=[C:4]([C@H:8]([NH:9][S@@:10]([C:12]([CH3:15])([CH3:14])[CH3:13])=[O:11])[CH2:19][CH:18]=[CH2:17])[CH:3]=1. The catalyst class is: 1. (4) Reactant: [CH3:1][O:2][CH:3]([O:34][CH3:35])[CH2:4][NH:5][C:6]1[CH:11]=[CH:10][CH:9]=[CH:8][C:7]=1[C:12](=[O:33])[CH2:13][CH2:14][CH:15]1[CH2:20][CH2:19][N:18]([CH2:21][C:22]2[S:26][C:25]([C:27]3[CH:32]=[CH:31][CH:30]=[CH:29][N:28]=3)=[N:24][CH:23]=2)[CH2:17][CH2:16]1.C(N(C(C)C)CC)(C)C.Cl[C:46](=[O:51])[C:47]([O:49][CH3:50])=[O:48]. Product: [CH3:35][O:34][CH:3]([O:2][CH3:1])[CH2:4][N:5]([C:6]1[CH:11]=[CH:10][CH:9]=[CH:8][C:7]=1[C:12](=[O:33])[CH2:13][CH2:14][CH:15]1[CH2:20][CH2:19][N:18]([CH2:21][C:22]2[S:26][C:25]([C:27]3[CH:32]=[CH:31][CH:30]=[CH:29][N:28]=3)=[N:24][CH:23]=2)[CH2:17][CH2:16]1)[C:46](=[O:51])[C:47]([O:49][CH3:50])=[O:48]. The catalyst class is: 96. (5) Reactant: [N:1]1([CH2:5][C@@H:6]2[CH2:9][C@H:8]([N:10]3[C:14]4[N:15]=[CH:16][N:17]=[C:18]([NH2:19])[C:13]=4[C:12]([C:20]4[CH:25]=[CH:24][CH:23]=[C:22]([O:26]CC5C=CC=CC=5)[CH:21]=4)=[CH:11]3)[CH2:7]2)[CH2:4][CH2:3][CH2:2]1. Product: [NH2:19][C:18]1[C:13]2[C:12]([C:20]3[CH:21]=[C:22]([OH:26])[CH:23]=[CH:24][CH:25]=3)=[CH:11][N:10]([C@H:8]3[CH2:9][C@@H:6]([CH2:5][N:1]4[CH2:4][CH2:3][CH2:2]4)[CH2:7]3)[C:14]=2[N:15]=[CH:16][N:17]=1. The catalyst class is: 403. (6) Reactant: [CH3:1][C:2]([NH:7][CH2:8][CH:9]1[CH2:14][CH2:13][O:12][CH2:11][CH2:10]1)([CH3:6])[C:3]([OH:5])=[O:4].[CH2:15]=O.[H][H]. Product: [CH3:6][C:2]([N:7]([CH3:15])[CH2:8][CH:9]1[CH2:14][CH2:13][O:12][CH2:11][CH2:10]1)([CH3:1])[C:3]([OH:5])=[O:4]. The catalyst class is: 320. (7) Reactant: [NH2:1][CH2:2][C@H:3]1[CH2:8][CH2:7][C@H:6]([C:9]([OH:11])=[O:10])[CH2:5][CH2:4]1.CC(O)(C)C.[CH3:17][C:18]([O:21][C:22](O[C:22]([O:21][C:18]([CH3:20])([CH3:19])[CH3:17])=[O:23])=[O:23])([CH3:20])[CH3:19].OS([O-])(=O)=O.[K+]. Product: [C:18]([O:21][C:22]([NH:1][CH2:2][C@H:3]1[CH2:4][CH2:5][C@H:6]([C:9]([OH:11])=[O:10])[CH2:7][CH2:8]1)=[O:23])([CH3:20])([CH3:19])[CH3:17]. The catalyst class is: 611. (8) Reactant: [Cl:1][C:2]1[CH:3]=[CH:4][C:5]([O:9][CH3:10])=[C:6]([CH:8]=1)[NH2:7].C(O)(=O)C.[N-:15]=[C:16]=[O:17].[K+].O. Product: [Cl:1][C:2]1[CH:3]=[CH:4][C:5]([O:9][CH3:10])=[C:6]([NH:7][C:16]([NH2:15])=[O:17])[CH:8]=1. The catalyst class is: 3. (9) Reactant: [C:1](#[N:8])[C:2]1[CH:7]=[CH:6][CH:5]=[CH:4][CH:3]=1.[OH2:9].[NH2:10][NH2:11]. Product: [CH3:4][C:3]1[C:2]([O:9][C:5]2[CH:6]=[CH:7][C:2]([C:1]#[N:8])=[CH:3][CH:4]=2)=[C:7]([CH3:6])[NH:11][N:10]=1. The catalyst class is: 15. (10) Reactant: Cl[C:2]([O:4][CH3:5])=[O:3].[F:6][C:7]([F:11])([F:10])[CH2:8][OH:9].N1C=CC=CC=1. Product: [C:2](=[O:3])([O:9][CH2:8][C:7]([F:11])([F:10])[F:6])[O:4][CH3:5]. The catalyst class is: 4.